Dataset: Forward reaction prediction with 1.9M reactions from USPTO patents (1976-2016). Task: Predict the product of the given reaction. Given the reactants [NH2:1][C:2]1[CH:3]=[C:4](/[C:8](/[C:15]2[CH:20]=[CH:19][CH:18]=[CH:17][CH:16]=2)=[CH:9]\[C:10]([O:12]CC)=[O:11])[CH:5]=[CH:6][CH:7]=1.[CH3:21][O:22][C:23]1[CH:31]=[CH:30][C:26]([C:27](Cl)=[O:28])=[CH:25][CH:24]=1.Cl.C(OCC)(=O)C, predict the reaction product. The product is: [CH3:21][O:22][C:23]1[CH:31]=[CH:30][C:26]([C:27]([NH:1][C:2]2[CH:3]=[C:4](/[C:8](/[C:15]3[CH:16]=[CH:17][CH:18]=[CH:19][CH:20]=3)=[CH:9]\[C:10]([OH:12])=[O:11])[CH:5]=[CH:6][CH:7]=2)=[O:28])=[CH:25][CH:24]=1.